From a dataset of Forward reaction prediction with 1.9M reactions from USPTO patents (1976-2016). Predict the product of the given reaction. (1) Given the reactants Br[C:2]1[CH:3]=[C:4]([NH:10][C:11]2[CH:16]=[CH:15][C:14]([N:17]3[CH2:20][CH:19]([OH:21])[CH2:18]3)=[CH:13][N:12]=2)[C:5](=[O:9])[N:6]([CH3:8])[CH:7]=1.[C:22]([O:25][CH2:26][C:27]1[C:28]([N:42]2[CH2:53][CH2:52][N:51]3[C:44](=[CH:45][C:46]4[CH2:47][C:48]([CH3:55])([CH3:54])[CH2:49][C:50]=43)[C:43]2=[O:56])=[N:29][CH:30]=[CH:31][C:32]=1B1OC(C)(C)C(C)(C)O1)(=[O:24])[CH3:23].[O-]P([O-])([O-])=O.[K+].[K+].[K+].C([O-])(=O)C.[Na+], predict the reaction product. The product is: [C:22]([O:25][CH2:26][C:27]1[C:28]([N:42]2[CH2:53][CH2:52][N:51]3[C:44](=[CH:45][C:46]4[CH2:47][C:48]([CH3:55])([CH3:54])[CH2:49][C:50]=43)[C:43]2=[O:56])=[N:29][CH:30]=[CH:31][C:32]=1[C:2]1[CH:3]=[C:4]([NH:10][C:11]2[CH:16]=[CH:15][C:14]([N:17]3[CH2:20][CH:19]([OH:21])[CH2:18]3)=[CH:13][N:12]=2)[C:5](=[O:9])[N:6]([CH3:8])[CH:7]=1)(=[O:24])[CH3:23]. (2) Given the reactants [C:1]([C:5]1[CH:10]=[CH:9][C:8](I)=[C:7]([O:12][CH2:13][C:14]([F:17])([F:16])[F:15])[CH:6]=1)([CH3:4])([CH3:3])[CH3:2].[CH3:18][O-].[Na+].[CH3:21][O:22][CH:23]=[O:24], predict the reaction product. The product is: [C:1]([C:5]1[CH:10]=[CH:9][C:8]([C:23]([O:22][CH2:21][CH3:18])=[O:24])=[C:7]([O:12][CH2:13][C:14]([F:17])([F:16])[F:15])[CH:6]=1)([CH3:4])([CH3:3])[CH3:2]. (3) Given the reactants [Li+].[OH-].[C:3]1([CH2:9][O:10][C:11]2[CH:20]=[CH:19][C:18]([C:21]([N:23]3[CH2:28][CH2:27][CH2:26][CH2:25][CH2:24]3)=[O:22])=[CH:17][C:12]=2[C:13]([O:15]C)=[O:14])[CH:8]=[CH:7][CH:6]=[CH:5][CH:4]=1.Cl, predict the reaction product. The product is: [C:3]1([CH2:9][O:10][C:11]2[CH:20]=[CH:19][C:18]([C:21]([N:23]3[CH2:24][CH2:25][CH2:26][CH2:27][CH2:28]3)=[O:22])=[CH:17][C:12]=2[C:13]([OH:15])=[O:14])[CH:4]=[CH:5][CH:6]=[CH:7][CH:8]=1. (4) Given the reactants [Br:1][CH2:2][C:3]1[CH:4]=[C:5]([CH2:9][C:10]([OH:12])=O)[CH:6]=[CH:7][CH:8]=1.S(Cl)(Cl)=O.[CH2:17]([NH2:24])[CH2:18][CH2:19][CH2:20][CH2:21][CH2:22][CH3:23].C(N(CC)C(C)C)(C)C.Cl, predict the reaction product. The product is: [Br:1][CH2:2][C:3]1[CH:4]=[C:5]([CH2:9][C:10]([NH:24][CH2:17][CH2:18][CH2:19][CH2:20][CH2:21][CH2:22][CH3:23])=[O:12])[CH:6]=[CH:7][CH:8]=1. (5) Given the reactants Cl[C:2](Cl)([O:4]C(=O)OC(Cl)(Cl)Cl)Cl.[NH2:13][C:14]1[CH:15]=[C:16]([C@H:20]([N:28]([CH3:40])[C:29](=[O:39])[CH2:30][C:31]2[CH:36]=[CH:35][C:34]([Cl:37])=[C:33]([Cl:38])[CH:32]=2)[CH2:21][N:22]2[CH2:26][CH2:25][C@@H:24]([OH:27])[CH2:23]2)[CH:17]=[CH:18][CH:19]=1.C(N(CC)CC)C.ClC(Cl)C.[CH3:52][O:53][CH2:54][CH2:55][O:56][CH2:57][CH2:58][O:59][CH2:60][CH2:61][O:62][CH2:63][CH2:64][O:65][CH2:66][CH2:67][O:68][CH2:69][CH2:70][O:71][CH2:72][CH2:73][NH2:74], predict the reaction product. The product is: [Cl:38][C:33]1[CH:32]=[C:31]([CH2:30][C:29]([N:28]([C@@H:20]([C:16]2[CH:17]=[CH:18][CH:19]=[C:14]([NH:13][C:2](=[O:4])[NH:74][CH2:73][CH2:72][O:71][CH2:70][CH2:69][O:68][CH2:67][CH2:66][O:65][CH2:64][CH2:63][O:62][CH2:61][CH2:60][O:59][CH2:58][CH2:57][O:56][CH2:55][CH2:54][O:53][CH3:52])[CH:15]=2)[CH2:21][N:22]2[CH2:26][CH2:25][C@@H:24]([OH:27])[CH2:23]2)[CH3:40])=[O:39])[CH:36]=[CH:35][C:34]=1[Cl:37]. (6) Given the reactants [CH3:1][O:2][C:3]1[CH:4]=[C:5]([CH:18]=[CH:19][C:20]=1[O:21][CH3:22])[C:6]([C:8]1[CH:13]=[CH:12][C:11](OC)=[C:10](OC)[CH:9]=1)=[O:7].[C:23]1(OC)[C:24](=CC=[CH:29][CH:30]=1)OC.[Cl-].[Al+3].[Cl-].[Cl-].C1(C(Cl)=O)C2C(=CC=CC=2)C=CC=1, predict the reaction product. The product is: [CH3:1][O:2][C:3]1[CH:4]=[C:5]([CH:18]=[CH:19][C:20]=1[O:21][CH3:22])[C:6]([C:8]1[C:9]2[C:10](=[CH:24][CH:23]=[CH:30][CH:29]=2)[CH:11]=[CH:12][CH:13]=1)=[O:7]. (7) The product is: [Cl:14][C:15]1[CH:20]=[CH:19][CH:18]=[CH:17][C:16]=1[C:2]1[C:11]2[C:6](=[CH:7][CH:8]=[CH:9][CH:10]=2)[C:5](=[O:12])[C:4](=[O:13])[CH:3]=1. Given the reactants Br[C:2]1[C:11]2[C:6](=[CH:7][CH:8]=[CH:9][CH:10]=2)[C:5](=[O:12])[C:4](=[O:13])[CH:3]=1.[Cl:14][C:15]1[CH:20]=[CH:19][CH:18]=[CH:17][C:16]=1B(O)O.C1(C)C=CC=CC=1P(C1C=CC=CC=1C)C1C=CC=CC=1C.C([O-])([O-])=O.[K+].[K+].[Br-], predict the reaction product. (8) The product is: [CH3:1][O:2][C:3]1[C:7]2[C:8](=[O:25])[N:9]([CH2:16][C:17](=[O:24])[C:18]3[CH:23]=[CH:22][CH:21]=[CH:20][CH:19]=3)[C:10]3[CH:11]=[CH:12][CH:13]=[CH:14][C:15]=3[C:6]=2[N:5]([CH3:26])[C:4]=1[C:27]([NH:29][CH:30]1[CH2:31][CH2:32][N:33]([C:37]2[CH:42]=[CH:41][CH:40]=[CH:39][CH:38]=2)[CH2:34][CH2:35]1)=[O:28]. Given the reactants [CH3:1][O:2][C:3]1[C:7]2[C:8](=[O:25])[N:9]([CH2:16][C:17](=[O:24])[C:18]3[CH:23]=[CH:22][CH:21]=[CH:20][CH:19]=3)[C:10]3[CH:11]=[CH:12][CH:13]=[CH:14][C:15]=3[C:6]=2[N:5]([CH3:26])[C:4]=1[C:27]([NH:29][CH:30]1[CH2:35][CH2:34][NH:33][CH2:32][CH2:31]1)=[O:28].I[C:37]1[CH:42]=[CH:41][CH:40]=[CH:39][CH:38]=1.CC(C1C=C(C(C)C)C(C2C=CC=CC=2P(C2CCCCC2)C2CCCCC2)=C(C(C)C)C=1)C.CC(C)([O-])C.[Na+], predict the reaction product. (9) The product is: [CH2:19]([O:1][CH:2]([C:9]1[O:13][N:12]=[C:11]([C:14]([OH:16])=[O:15])[CH:10]=1)[C:3]1[CH:4]=[CH:5][CH:6]=[CH:7][CH:8]=1)[C:20]1[CH:25]=[CH:24][CH:23]=[CH:22][CH:21]=1. Given the reactants [OH:1][CH:2]([C:9]1[O:13][N:12]=[C:11]([C:14]([O:16]CC)=[O:15])[CH:10]=1)[C:3]1[CH:8]=[CH:7][CH:6]=[CH:5][CH:4]=1.[CH2:19](Br)[C:20]1[CH:25]=[CH:24][CH:23]=[CH:22][CH:21]=1.[H-].[Na+].Cl.[OH-].[K+], predict the reaction product. (10) Given the reactants [CH3:1][C:2]1[CH:11]=[C:10](O)[C:9]2[C:4](=[CH:5][CH:6]=[CH:7][CH:8]=2)[C:3]=1[OH:13].[C:14]([O-:17])([O-])=O.[K+].[K+].[CH3:20]OS(OC)(=O)=O, predict the reaction product. The product is: [CH3:20][O:13][C:3]1[C:4]2[C:9](=[CH:8][CH:7]=[CH:6][CH:5]=2)[C:10]([O:17][CH3:14])=[CH:11][C:2]=1[CH3:1].